Dataset: Full USPTO retrosynthesis dataset with 1.9M reactions from patents (1976-2016). Task: Predict the reactants needed to synthesize the given product. (1) Given the product [ClH:19].[O:15]=[S:2]1(=[O:1])[CH2:3][CH2:4][N:5]([CH2:8][C@H:9]([O:14][C:27](=[O:28])[NH:26][C:23]2[CH:24]=[CH:25][C:20]([Cl:19])=[CH:21][CH:22]=2)[C:10]([F:13])([F:11])[F:12])[CH2:6][CH2:7]1, predict the reactants needed to synthesize it. The reactants are: [O:1]=[S:2]1(=[O:15])[CH2:7][CH2:6][N:5]([CH2:8][C@H:9]([OH:14])[C:10]([F:13])([F:12])[F:11])[CH2:4][CH2:3]1.C(#N)C.[Cl:19][C:20]1[CH:25]=[CH:24][C:23]([N:26]=[C:27]=[O:28])=[CH:22][CH:21]=1.Cl. (2) Given the product [NH2:9][C:3]1[N:4]=[CH:5][N:6]=[C:7]([NH:10][CH2:11][CH2:12][NH:13][C:14](=[O:20])[CH:37]=[CH2:38])[C:2]=1[C:25]1[CH:26]=[CH:27][C:22]([O:21][C:28]2[CH:33]=[CH:32][CH:31]=[CH:30][CH:29]=2)=[CH:23][CH:24]=1, predict the reactants needed to synthesize it. The reactants are: Cl[C:2]1[C:3]([NH2:9])=[N:4][CH:5]=[N:6][C:7]=1Cl.[NH2:10][CH2:11][CH2:12][NH:13][C:14](=[O:20])OC(C)(C)C.[O:21]([C:28]1[CH:33]=[CH:32][C:31](B(O)O)=[CH:30][CH:29]=1)[C:22]1[CH:27]=[CH:26][CH:25]=[CH:24][CH:23]=1.[C:37](Cl)(=O)[CH:38]=C. (3) Given the product [CH3:27][O:28][C:29](=[O:32])[CH2:30][O:26][C:5]1[CH:4]=[CH:3][C:2]([Cl:1])=[C:11]2[C:6]=1[C:7]([CH3:25])=[C:8]([CH2:13][C:14]1[CH:19]=[CH:18][C:17]([N:20]3[CH:24]=[CH:23][CH:22]=[N:21]3)=[CH:16][CH:15]=1)[C:9](=[O:12])[NH:10]2, predict the reactants needed to synthesize it. The reactants are: [Cl:1][C:2]1[CH:3]=[CH:4][C:5]([OH:26])=[C:6]2[C:11]=1[NH:10][C:9](=[O:12])[C:8]([CH2:13][C:14]1[CH:19]=[CH:18][C:17]([N:20]3[CH:24]=[CH:23][CH:22]=[N:21]3)=[CH:16][CH:15]=1)=[C:7]2[CH3:25].[CH3:27][O:28][C:29](=[O:32])[CH2:30]Br. (4) The reactants are: C(O[CH:4]=[C:5]([C:11](=O)[CH3:12])[C:6]([O:8]CC)=[O:7])C.[OH-].[Na+].[F:16][C:17]([F:22])([F:21])[CH2:18][NH:19][NH2:20].Cl.[OH-].[K+]. Given the product [CH3:12][C:11]1[N:19]([CH2:18][C:17]([F:22])([F:21])[F:16])[N:20]=[CH:4][C:5]=1[C:6]([OH:8])=[O:7], predict the reactants needed to synthesize it.